This data is from Catalyst prediction with 721,799 reactions and 888 catalyst types from USPTO. The task is: Predict which catalyst facilitates the given reaction. (1) Reactant: [CH2:1]([C:19]([CH2:21][CH2:22][CH2:23][CH2:24][CH2:25][CH2:26][CH2:27][CH2:28]/[CH:29]=[CH:30]\[CH2:31]/[CH:32]=[CH:33]\[CH2:34][CH2:35][CH2:36][CH2:37][CH3:38])=[O:20])[CH2:2][CH2:3][CH2:4][CH2:5][CH2:6][CH2:7][CH2:8]/[CH:9]=[CH:10]\[CH2:11]/[CH:12]=[CH:13]\[CH2:14][CH2:15][CH2:16][CH2:17][CH3:18].[CH2:39](O)[CH:40]([OH:45])[CH2:41][CH2:42][CH2:43][OH:44].C1(C)C=CC(S([O-])(=O)=O)=CC=1.[NH+]1C=CC=CC=1. Product: [CH2:1]([C:19]1([CH2:21][CH2:22][CH2:23][CH2:24][CH2:25][CH2:26][CH2:27][CH2:28]/[CH:29]=[CH:30]\[CH2:31]/[CH:32]=[CH:33]\[CH2:34][CH2:35][CH2:36][CH2:37][CH3:38])[O:45][CH:40]([CH2:41][CH2:42][CH2:43][OH:44])[CH2:39][O:20]1)[CH2:2][CH2:3][CH2:4][CH2:5][CH2:6][CH2:7][CH2:8]/[CH:9]=[CH:10]\[CH2:11]/[CH:12]=[CH:13]\[CH2:14][CH2:15][CH2:16][CH2:17][CH3:18]. The catalyst class is: 11. (2) The catalyst class is: 191. Reactant: O=[C:2]([CH2:7][C:8](=[O:10])[CH3:9])[C:3]([O:5][CH3:6])=[O:4].C[O-].[Na+].Br[C:15](=[N:20][NH:21][CH:22]1[CH2:27][CH2:26][N:25]([C:28]([O:30][CH2:31][C:32]2[CH:37]=[CH:36][CH:35]=[CH:34][CH:33]=2)=[O:29])[CH2:24][CH2:23]1)[C:16]([F:19])([F:18])[F:17].C([O-])(O)=O.[Na+]. Product: [C:8]([C:7]1[C:15]([C:16]([F:19])([F:18])[F:17])=[N:20][N:21]([CH:22]2[CH2:23][CH2:24][N:25]([C:28]([O:30][CH2:31][C:32]3[CH:33]=[CH:34][CH:35]=[CH:36][CH:37]=3)=[O:29])[CH2:26][CH2:27]2)[C:2]=1[C:3]([O:5][CH3:6])=[O:4])(=[O:10])[CH3:9]. (3) Reactant: [OH:1][CH:2]1[CH:8]([NH:9][C:10]([C@@H:12]([NH:17][C:18]([C:20]2[O:21][C:22]3[CH:28]=[CH:27][CH:26]=[CH:25][C:23]=3[CH:24]=2)=[O:19])[CH2:13][CH:14]([CH3:16])[CH3:15])=[O:11])[CH2:7][C:6]([CH3:30])([CH3:29])[CH2:5][N:4]([S:31]([C:34]2[CH:39]=[CH:38][CH:37]=[CH:36][N:35]=2)(=[O:33])=[O:32])[CH2:3]1.CC(OI1(OC(C)=O)(OC(C)=O)OC(=O)C2C=CC=CC1=2)=O. Product: [CH3:30][C:6]1([CH3:29])[CH2:5][N:4]([S:31]([C:34]2[CH:39]=[CH:38][CH:37]=[CH:36][N:35]=2)(=[O:32])=[O:33])[CH2:3][C:2](=[O:1])[CH:8]([NH:9][C:10]([C@@H:12]([NH:17][C:18]([C:20]2[O:21][C:22]3[CH:28]=[CH:27][CH:26]=[CH:25][C:23]=3[CH:24]=2)=[O:19])[CH2:13][CH:14]([CH3:16])[CH3:15])=[O:11])[CH2:7]1. The catalyst class is: 2. (4) Reactant: [NH2:1][C:2]1[CH:11]=[C:10]([F:12])[C:5]([C:6]([O:8][CH3:9])=[O:7])=[C:4]([F:13])[CH:3]=1.[Br:14][C:15]1[CH:20]=[CH:19][C:18]([S:21](Cl)(=[O:23])=[O:22])=[CH:17][CH:16]=1.N1C=CC=CC=1. Product: [Br:14][C:15]1[CH:20]=[CH:19][C:18]([S:21]([NH:1][C:2]2[CH:3]=[C:4]([F:13])[C:5]([C:6]([O:8][CH3:9])=[O:7])=[C:10]([F:12])[CH:11]=2)(=[O:23])=[O:22])=[CH:17][CH:16]=1. The catalyst class is: 4. (5) Reactant: [OH-].[K+].[NH2:3][C:4]1[C:5]2[N:6]([C:10]([C@H:14]3[CH2:19][N:18]4C(=O)[O:21][C@@H:22]([CH3:23])[C@@H:17]4[CH2:16][CH2:15]3)=[N:11][C:12]=2[Br:13])[CH:7]=[CH:8][N:9]=1. Product: [NH2:3][C:4]1[C:5]2[N:6]([C:10]([C@H:14]3[CH2:19][NH:18][C@H:17]([C@@H:22]([OH:21])[CH3:23])[CH2:16][CH2:15]3)=[N:11][C:12]=2[Br:13])[CH:7]=[CH:8][N:9]=1. The catalyst class is: 14. (6) Reactant: [F:1][C:2]1[CH:7]=[CH:6][CH:5]=[CH:4][C:3]=1[F:8].[Cl-].[Al+3].[Cl-].[Cl-].Cl[CH:14]([O:16]C)Cl.Cl. Product: [F:1][C:2]1[CH:7]=[C:6]([CH:5]=[CH:4][C:3]=1[F:8])[CH:14]=[O:16]. The catalyst class is: 2.